Task: Predict which catalyst facilitates the given reaction.. Dataset: Catalyst prediction with 721,799 reactions and 888 catalyst types from USPTO Reactant: [Li+].CC([N-]C(C)C)C.[F:9][C:10]([F:37])([F:36])[C:11]1[CH:16]=[CH:15][C:14]([C:17]2[CH:18]=[C:19]([CH:33]=[CH:34][CH:35]=2)[CH2:20][O:21][C:22]2[CH:23]=[C:24]3[C:29](=[CH:30][CH:31]=2)[CH2:28][C:27](=[O:32])[CH2:26][CH2:25]3)=[CH:13][CH:12]=1.Br[CH2:39][C:40]([O:42][CH3:43])=[O:41].O. Product: [F:9][C:10]([F:36])([F:37])[C:11]1[CH:12]=[CH:13][C:14]([C:17]2[CH:18]=[C:19]([CH:33]=[CH:34][CH:35]=2)[CH2:20][O:21][C:22]2[CH:23]=[C:24]3[C:29](=[CH:30][CH:31]=2)[CH:28]([CH2:39][C:40]([O:42][CH3:43])=[O:41])[C:27](=[O:32])[CH2:26][CH2:25]3)=[CH:15][CH:16]=1. The catalyst class is: 1.